From a dataset of Full USPTO retrosynthesis dataset with 1.9M reactions from patents (1976-2016). Predict the reactants needed to synthesize the given product. (1) Given the product [NH2:1][C:4]1[CH:9]=[CH:8][C:7]([CH2:10][NH:11][C:12]2[CH:17]=[CH:16][CH:15]=[CH:14][N:13]=2)=[CH:6][C:5]=1[OH:18], predict the reactants needed to synthesize it. The reactants are: [N+:1]([C:4]1[CH:9]=[CH:8][C:7]([CH2:10][NH:11][C:12]2[CH:17]=[CH:16][CH:15]=[CH:14][N:13]=2)=[CH:6][C:5]=1[OH:18])([O-])=O.O.NN. (2) The reactants are: O.[OH-].[Li+].C[O:5][C:6](=[O:16])[CH:7]([C:9]1[CH:14]=[CH:13][C:12]([I:15])=[CH:11][CH:10]=1)[CH3:8]. Given the product [I:15][C:12]1[CH:11]=[CH:10][C:9]([CH:7]([CH3:8])[C:6]([OH:16])=[O:5])=[CH:14][CH:13]=1, predict the reactants needed to synthesize it. (3) Given the product [Cl:1][C:2]1[CH:3]=[C:4]([C:9]2[S:10][CH:11]=[C:12]([C:15](=[N:19][NH:18][C:20]([C:22]3[S:26][C:25]([C:27]([NH:29][CH2:30][CH2:31][C:32]([O:34][C:35]([CH3:38])([CH3:37])[CH3:36])=[O:33])=[O:28])=[CH:24][CH:23]=3)=[O:21])[CH3:17])[C:13]=2[OH:14])[CH:5]=[CH:6][C:7]=1[Cl:8], predict the reactants needed to synthesize it. The reactants are: [Cl:1][C:2]1[CH:3]=[C:4]([C:9]2[S:10][CH:11]=[C:12]([C:15]([CH3:17])=O)[C:13]=2[OH:14])[CH:5]=[CH:6][C:7]=1[Cl:8].[NH:18]([C:20]([C:22]1[S:26][C:25]([C:27]([NH:29][CH2:30][CH2:31][C:32]([O:34][C:35]([CH3:38])([CH3:37])[CH3:36])=[O:33])=[O:28])=[CH:24][CH:23]=1)=[O:21])[NH2:19].O.C1(C)C=CC(S(O)(=O)=O)=CC=1.O. (4) Given the product [CH3:31][C:30]1[C:29](=[O:32])[O:28][CH2:27][C:26]=1[N:3]1[CH2:4][CH2:5][CH2:6][C:7]2([CH2:8][CH2:9][N:10]([C:13]([O:15][C:16]([CH3:19])([CH3:18])[CH3:17])=[O:14])[CH2:11][CH2:12]2)[C:2]1=[O:1], predict the reactants needed to synthesize it. The reactants are: [O:1]=[C:2]1[C:7]2([CH2:12][CH2:11][N:10]([C:13]([O:15][C:16]([CH3:19])([CH3:18])[CH3:17])=[O:14])[CH2:9][CH2:8]2)[CH2:6][CH2:5][CH2:4][NH:3]1.FC(F)(F)S(O[C:26]1[CH2:27][O:28][C:29](=[O:32])[C:30]=1[CH3:31])(=O)=O.CC1(C)C2C(=C(P(C3C=CC=CC=3)C3C=CC=CC=3)C=CC=2)OC2C(P(C3C=CC=CC=3)C3C=CC=CC=3)=CC=CC1=2.C(=O)([O-])[O-].[Cs+].[Cs+]. (5) Given the product [NH:7]1[C:11]2[CH:12]=[CH:13][CH:14]=[CH:15][C:10]=2[N:9]=[C:8]1[C:16]([C:18]1[CH:23]=[CH:22][C:21]([O:24][C:26]2[C:31]([CH:32]3[CH2:38][CH2:37][N:36]([CH3:39])[C:35](=[O:40])[CH2:34][CH2:33]3)=[CH:30][CH:29]=[CH:28][N:27]=2)=[CH:20][CH:19]=1)=[O:17], predict the reactants needed to synthesize it. The reactants are: C(=O)([O-])[O-].[Cs+].[Cs+].[NH:7]1[C:11]2[CH:12]=[CH:13][CH:14]=[CH:15][C:10]=2[N:9]=[C:8]1[C:16]([C:18]1[CH:23]=[CH:22][C:21]([OH:24])=[CH:20][CH:19]=1)=[O:17].F[C:26]1[C:31]([CH:32]2[CH2:38][CH2:37][N:36]([CH3:39])[C:35](=[O:40])[CH2:34][CH2:33]2)=[CH:30][CH:29]=[CH:28][N:27]=1. (6) Given the product [F:21][C:22]([F:30])([F:29])[C:23](=[O:24])[CH2:7][C:8]([C:11]1[CH:16]=[C:15]([F:17])[CH:14]=[CH:13][C:12]=1[O:18][CH3:19])([CH3:10])[CH3:9], predict the reactants needed to synthesize it. The reactants are: [Mg].BrC(Br)C.Cl[CH2:7][C:8]([C:11]1[CH:16]=[C:15]([F:17])[CH:14]=[CH:13][C:12]=1[O:18][CH3:19])([CH3:10])[CH3:9].[Cl-].[F:21][C:22]([F:30])([F:29])[C:23](N(OC)C)=[O:24].Cl. (7) Given the product [F:23][C:18]1[CH:19]=[CH:20][CH:21]=[CH:22][C:17]=1[C:16]1[NH:1][C:2]2[CH:7]=[N:6][CH:5]=[N:4][C:3]=2[CH:8]=1, predict the reactants needed to synthesize it. The reactants are: [NH2:1][C:2]1[C:3]([CH3:8])=[N:4][CH:5]=[N:6][CH:7]=1.[Li]CCCC.CO[C:16](=O)[C:17]1[CH:22]=[CH:21][CH:20]=[CH:19][C:18]=1[F:23].Cl.C([O-])(O)=O.[Na+].